From a dataset of TCR-epitope binding with 47,182 pairs between 192 epitopes and 23,139 TCRs. Binary Classification. Given a T-cell receptor sequence (or CDR3 region) and an epitope sequence, predict whether binding occurs between them. (1) The epitope is FQPTNGVGY. The TCR CDR3 sequence is CASSARPGNTIYF. Result: 0 (the TCR does not bind to the epitope). (2) The epitope is WICLLQFAY. The TCR CDR3 sequence is CASSQTGDQETQYF. Result: 1 (the TCR binds to the epitope).